This data is from Forward reaction prediction with 1.9M reactions from USPTO patents (1976-2016). The task is: Predict the product of the given reaction. Given the reactants Br[C:2]1[CH:3]=[C:4]2[C:9](=[CH:10][C:11]=1[O:12][CH3:13])[NH:8][C:7]([CH3:14])=[CH:6][C:5]2=[O:15].[B:16]1([B:16]2[O:20][C:19]([CH3:22])([CH3:21])[C:18]([CH3:24])([CH3:23])[O:17]2)[O:20][C:19]([CH3:22])([CH3:21])[C:18]([CH3:24])([CH3:23])[O:17]1.CC([O-])=O.[K+].COC1C=C2C(C(=O)C=C(C)N2)=CC=1B(O)O, predict the reaction product. The product is: [CH3:13][O:12][C:11]1[CH:10]=[C:9]2[C:4]([C:5](=[O:15])[CH:6]=[C:7]([CH3:14])[NH:8]2)=[CH:3][C:2]=1[B:16]1[O:20][C:19]([CH3:22])([CH3:21])[C:18]([CH3:24])([CH3:23])[O:17]1.